From a dataset of Full USPTO retrosynthesis dataset with 1.9M reactions from patents (1976-2016). Predict the reactants needed to synthesize the given product. (1) Given the product [OH:32][CH2:31][CH2:30][NH:29][C:23]([C:19]1[C:18]2=[CH:28][N:15]([CH2:14][C:4]3[CH:5]=[N:6][C:7]([O:8][CH2:9][C:10]([F:13])([F:11])[F:12])=[C:2]([CH3:1])[CH:3]=3)[N:16]=[C:17]2[CH:22]=[CH:21][N:20]=1)=[O:24], predict the reactants needed to synthesize it. The reactants are: [CH3:1][C:2]1[CH:3]=[C:4]([CH2:14][N:15]2[CH:28]=[C:18]3[C:19]([C:23](OCC)=[O:24])=[N:20][CH:21]=[CH:22][C:17]3=[N:16]2)[CH:5]=[N:6][C:7]=1[O:8][CH2:9][C:10]([F:13])([F:12])[F:11].[NH2:29][CH2:30][CH2:31][OH:32]. (2) Given the product [NH:15]1[CH:2]=[C:1]([C:3]2[CH:10]=[CH:9][CH:8]=[CH:7][C:4]=2[C:5]#[N:6])[N:17]=[N:16]1, predict the reactants needed to synthesize it. The reactants are: [C:1]([C:3]1[CH:10]=[CH:9][CH:8]=[CH:7][C:4]=1[C:5]#[N:6])#[CH:2].C[Si]([N:15]=[N+:16]=[N-:17])(C)C. (3) Given the product [CH3:1][O:2][C:3]([C:5]1[CH:6]=[N:7][C:8]([C:19]2[CH:18]=[CH:17][CH:16]=[C:15]([O:14][CH3:13])[CH:20]=2)=[N:9][CH:10]=1)=[O:4], predict the reactants needed to synthesize it. The reactants are: [CH3:1][O:2][C:3]([C:5]1[CH:6]=[N:7][C:8](SC)=[N:9][CH:10]=1)=[O:4].[CH3:13][O:14][C:15]1[CH:16]=[C:17](B(O)O)[CH:18]=[CH:19][CH:20]=1. (4) Given the product [F:17][C:15]1([F:18])[CH2:16][N:11]2[C:10]([NH2:19])=[N:9][C:8]([C:4]3[CH:3]=[C:2]([C:28]4[CH:29]=[CH:30][CH:31]=[C:32]([O:33][CH3:34])[C:27]=4[F:26])[CH:7]=[CH:6][CH:5]=3)([C:20]3[CH:25]=[CH:24][N:23]=[CH:22][CH:21]=3)[C:12]2=[N:13][CH2:14]1, predict the reactants needed to synthesize it. The reactants are: Br[C:2]1[CH:3]=[C:4]([C:8]2([C:20]3[CH:25]=[CH:24][N:23]=[CH:22][CH:21]=3)[C:12]3=[N:13][CH2:14][C:15]([F:18])([F:17])[CH2:16][N:11]3[C:10]([NH2:19])=[N:9]2)[CH:5]=[CH:6][CH:7]=1.[F:26][C:27]1[C:32]([O:33][CH3:34])=[CH:31][CH:30]=[CH:29][C:28]=1B(O)O.